From a dataset of Full USPTO retrosynthesis dataset with 1.9M reactions from patents (1976-2016). Predict the reactants needed to synthesize the given product. (1) Given the product [C:4]1([C@H:1]([OH:3])[CH3:2])[CH:9]=[CH:8][CH:7]=[CH:6][CH:5]=1, predict the reactants needed to synthesize it. The reactants are: [C:1]([C:4]1[CH:9]=[CH:8][CH:7]=[CH:6][CH:5]=1)(=[O:3])[CH3:2].B1(C)OC(C2C=CC=CC=2)(C2C=CC=CC=2)[C@H]2N1CCC2.CSC.B. (2) Given the product [CH3:1][N:2]1[CH2:7][CH2:6][N:5]([C:8]2[CH:9]=[CH:10][C:11]3[N:15]=[C:42]([C:39]4[CH:40]=[CH:41][C:35]5[N:34]=[C:33]([C:30]6[CH:29]=[CH:28][C:27]([O:26][CH2:25][CH2:24][CH2:23][CH2:22][O:21][CH2:18][C:19]#[CH:20])=[CH:32][CH:31]=6)[NH:37][C:36]=5[CH:38]=4)[NH:13][C:12]=3[CH:14]=2)[CH2:4][CH2:3]1, predict the reactants needed to synthesize it. The reactants are: [CH3:1][N:2]1[CH2:7][CH2:6][N:5]([C:8]2[CH:9]=[CH:10][C:11]([N+:15]([O-])=O)=[C:12]([CH:14]=2)[NH2:13])[CH2:4][CH2:3]1.[CH2:18]([O:21][CH2:22][CH2:23][CH2:24][CH2:25][O:26][C:27]1[CH:32]=[CH:31][C:30]([C:33]2[NH:37][C:36]3[CH:38]=[C:39]([CH:42]=O)[CH:40]=[CH:41][C:35]=3[N:34]=2)=[CH:29][CH:28]=1)[C:19]#[CH:20]. (3) Given the product [C:12]([O:16][C:17]([N:19]1[CH2:24][CH2:23][CH:22]([CH2:25][O:11][C:4]2[CH:5]=[CH:6][C:7]([N+:8]([O-:10])=[O:9])=[C:2]([F:1])[CH:3]=2)[CH2:21][CH2:20]1)=[O:18])([CH3:15])([CH3:13])[CH3:14], predict the reactants needed to synthesize it. The reactants are: [F:1][C:2]1[CH:3]=[C:4]([OH:11])[CH:5]=[CH:6][C:7]=1[N+:8]([O-:10])=[O:9].[C:12]([O:16][C:17]([N:19]1[CH2:24][CH2:23][CH:22]([CH2:25]O)[CH2:21][CH2:20]1)=[O:18])([CH3:15])([CH3:14])[CH3:13].C1(P(C2C=CC=CC=2)C2C=CC=CC=2)C=CC=CC=1.CCOC(/N=N/C(OCC)=O)=O. (4) Given the product [CH3:15][N:16](/[CH:18]=[C:10]1/[C:11](=[O:12])[C:5]2[CH:4]=[CH:3][CH:2]=[CH:1][C:6]=2[CH2:7][CH2:8][CH2:9]/1)[CH3:17], predict the reactants needed to synthesize it. The reactants are: [CH:1]1[C:6]2[CH2:7][CH2:8][CH2:9][CH2:10][C:11](=[O:12])[C:5]=2[CH:4]=[CH:3][CH:2]=1.CO[CH:15](OC)[N:16]([CH3:18])[CH3:17]. (5) The reactants are: [CH2:1]([O:3][C:4]([C:6]1[N:7]([C:18]2[CH:23]=[CH:22][C:21]([O:24][CH:25]([CH3:27])[CH3:26])=[CH:20][CH:19]=2)[C:8]2[C:13]([C:14]=1[S:15][CH3:16])=[CH:12][C:11]([Br:17])=[CH:10][CH:9]=2)=[O:5])[CH3:2].I([O-])(=O)(=O)=[O:29].C([N+](CCCC)(CCCC)CCCC)CCC. Given the product [CH2:1]([O:3][C:4]([C:6]1[N:7]([C:18]2[CH:19]=[CH:20][C:21]([O:24][CH:25]([CH3:26])[CH3:27])=[CH:22][CH:23]=2)[C:8]2[C:13]([C:14]=1[S:15]([CH3:16])=[O:29])=[CH:12][C:11]([Br:17])=[CH:10][CH:9]=2)=[O:5])[CH3:2], predict the reactants needed to synthesize it. (6) Given the product [CH3:51][S:52][C:7]1[N:12]=[C:11]([NH:13][CH2:14][C:15]2[CH:20]=[CH:19][C:18]([O:21][CH3:22])=[C:17]([Cl:23])[CH:16]=2)[C:10]([C:24]([OH:33])=[O:35])=[CH:9][N:8]=1, predict the reactants needed to synthesize it. The reactants are: O[C@@]1(C)CCCN1[C:7]1[N:12]=[C:11]([NH:13][CH2:14][C:15]2[CH:20]=[CH:19][C:18]([O:21][CH3:22])=[C:17]([Cl:23])[CH:16]=2)[C:10]([C:24](=[O:33])NCC2N=CC=CN=2)=[CH:9][N:8]=1.[OH-:35].[Na+].C(O)(=O)CC(CC(O)=O)(C(O)=O)O.O.[CH3:51][S:52](C)=O. (7) Given the product [CH3:8][C:6]1[N:7]2[C:11]([NH:10][CH2:12][CH2:13][CH2:14][CH2:15][CH2:16][CH2:17][N+:18]#[C-:19])=[C:26]([C:21]3[CH:22]=[CH:23][CH:24]=[CH:25][N:20]=3)[N:1]=[C:2]2[N:3]=[C:4]([CH3:9])[CH:5]=1, predict the reactants needed to synthesize it. The reactants are: [NH2:1][C:2]1[N:7]=[C:6]([CH3:8])[CH:5]=[C:4]([CH3:9])[N:3]=1.[N+:10]([CH2:12][CH2:13][CH2:14][CH2:15][CH2:16][CH2:17][N+:18]#[C-:19])#[C-:11].[N:20]1[CH:25]=[CH:24][CH:23]=[CH:22][C:21]=1[CH:26]=O. (8) Given the product [I:8][C:6]1[CH:5]=[CH:4][N:3]=[C:2]([O:10][CH3:9])[CH:7]=1, predict the reactants needed to synthesize it. The reactants are: F[C:2]1[CH:7]=[C:6]([I:8])[CH:5]=[CH:4][N:3]=1.[C:9](=O)([O-])[O-:10].[Cs+].[Cs+].C1COCC1.CO. (9) The reactants are: [Br:1][C:2]1[CH:3]=[N:4][C:5]([C:8]2[N:9](O)[C:10]3[C:15]([C:16]=2[CH:17]2[CH2:21][CH2:20][CH2:19][CH2:18]2)=[CH:14][CH:13]=[C:12]([C:22]([NH:24][C:25]2([C:29]4[N:33]([CH3:34])[C:32]5[CH:35]=[C:36](/[CH:39]=[CH:40]/[C:41]([O:43]CCCC)=[O:42])[CH:37]=[CH:38][C:31]=5[N:30]=4)[CH2:28][CH2:27][CH2:26]2)=[O:23])[CH:11]=3)=[N:6][CH:7]=1.CO.[OH-].[Na+].[C:53](O)(=O)C. Given the product [Br:1][C:2]1[CH:7]=[N:6][C:5]([C:8]2[N:9]([CH3:53])[C:10]3[C:15]([C:16]=2[CH:17]2[CH2:18][CH2:19][CH2:20][CH2:21]2)=[CH:14][CH:13]=[C:12]([C:22]([NH:24][C:25]2([C:29]4[N:33]([CH3:34])[C:32]5[CH:35]=[C:36](/[CH:39]=[CH:40]/[C:41]([OH:43])=[O:42])[CH:37]=[CH:38][C:31]=5[N:30]=4)[CH2:28][CH2:27][CH2:26]2)=[O:23])[CH:11]=3)=[N:4][CH:3]=1, predict the reactants needed to synthesize it. (10) Given the product [NH2:1][C:2]1[N:7]=[C:6]([N:8]2[CH2:9][CH2:10][C:11]3([CH2:15][NH:14][C@@H:13]([C:16]([OH:18])=[O:17])[CH2:12]3)[CH2:19][CH2:20]2)[CH:5]=[C:4]([O:21][C@H:22]([C:27]2[CH:32]=[CH:31][C:30]([Cl:33])=[CH:29][C:28]=2[C:34]2[CH:39]=[CH:38][CH:37]=[CH:36][CH:35]=2)[C:23]([F:26])([F:25])[F:24])[N:3]=1, predict the reactants needed to synthesize it. The reactants are: [NH2:1][C:2]1[N:7]=[C:6]([N:8]2[CH2:20][CH2:19][C:11]3([CH2:15][NH:14][C@H:13]([C:16]([OH:18])=[O:17])[CH2:12]3)[CH2:10][CH2:9]2)[CH:5]=[C:4]([O:21][C@H:22]([C:27]2[CH:32]=[CH:31][C:30]([Cl:33])=[CH:29][C:28]=2[C:34]2[CH:39]=[CH:38][CH:37]=[CH:36][CH:35]=2)[C:23]([F:26])([F:25])[F:24])[N:3]=1.NC1N=C(N2CCC3(CN(C(OCC4C=CC=CC=4)=O)[C@@H](C(OCC)=O)C3)CC2)C=C(O[C@H](C2C=CC(Cl)=CC=2Br)C(F)(F)F)N=1.